Dataset: NCI-60 drug combinations with 297,098 pairs across 59 cell lines. Task: Regression. Given two drug SMILES strings and cell line genomic features, predict the synergy score measuring deviation from expected non-interaction effect. (1) Drug 1: CC12CCC(CC1=CCC3C2CCC4(C3CC=C4C5=CN=CC=C5)C)O. Drug 2: CC1=C(C(=O)C2=C(C1=O)N3CC4C(C3(C2COC(=O)N)OC)N4)N. Cell line: MOLT-4. Synergy scores: CSS=38.3, Synergy_ZIP=-3.78, Synergy_Bliss=-4.05, Synergy_Loewe=-29.9, Synergy_HSA=-3.91. (2) Drug 1: C(CCl)NC(=O)N(CCCl)N=O. Drug 2: COCCOC1=C(C=C2C(=C1)C(=NC=N2)NC3=CC=CC(=C3)C#C)OCCOC.Cl. Cell line: SF-539. Synergy scores: CSS=24.3, Synergy_ZIP=-4.20, Synergy_Bliss=0.380, Synergy_Loewe=-12.3, Synergy_HSA=-12.6.